This data is from Reaction yield outcomes from USPTO patents with 853,638 reactions. The task is: Predict the reaction yield, written as a fraction of the theoretical maximum amount of product (1.0 means a 100% yield; for example, 0.34 means a 34% yield). The reactants are [O:1]1[C:5]2[CH:6]=[CH:7][C:8]([CH2:10][C:11]#[N:12])=[CH:9][C:4]=2[O:3]C1.B(Br)(Br)Br.O. The catalyst is C(Cl)Cl. The product is [OH:3][C:4]1[CH:9]=[C:8]([CH2:10][C:11]#[N:12])[CH:7]=[CH:6][C:5]=1[OH:1]. The yield is 0.540.